Dataset: Catalyst prediction with 721,799 reactions and 888 catalyst types from USPTO. Task: Predict which catalyst facilitates the given reaction. (1) Reactant: [Br:1][C:2]1[CH:3]=[CH:4][CH:5]=[C:6]2[C:10]=1[NH:9][C:8]([C:11]([O:13][CH2:14][CH3:15])=[O:12])=[C:7]2[CH2:16][CH2:17][CH2:18][O:19][C:20]1[C:29]2[C:24](=[CH:25][CH:26]=[CH:27][CH:28]=2)[CH:23]=[CH:22][CH:21]=1.[NH2:30]C1C=C2C(=CC=1)C(O)=CC=C2.C1(P(C2C=CC=CC=2)C2C=CC=CC=2)C=CC=CC=1.N(C(OC(C)(C)C)=O)=NC(OC(C)(C)C)=O. Product: [NH2:30][C:26]1[CH:25]=[C:24]2[C:29](=[CH:28][CH:27]=1)[C:20]([O:19][CH2:18][CH2:17][CH2:16][C:7]1[C:6]3[C:10](=[C:2]([Br:1])[CH:3]=[CH:4][CH:5]=3)[NH:9][C:8]=1[C:11]([O:13][CH2:14][CH3:15])=[O:12])=[CH:21][CH:22]=[CH:23]2. The catalyst class is: 7. (2) Reactant: [Cl:1][C:2]1[CH:7]=[CH:6][C:5]([C:8]2[Se:9][C:10]([CH:13]=[O:14])=[CH:11][N:12]=2)=[CH:4][CH:3]=1.[BH4-].[Na+]. Product: [Cl:1][C:2]1[CH:3]=[CH:4][C:5]([C:8]2[Se:9][C:10]([CH2:13][OH:14])=[CH:11][N:12]=2)=[CH:6][CH:7]=1. The catalyst class is: 5. (3) Reactant: [NH2:1][C:2]1[NH:7][C:6](=[O:8])[C:5]([F:9])=[C:4]([C:10]2[O:11][CH:12]=[CH:13][CH:14]=2)[N:3]=1.C(C1C=CC=C(C(C)(C)C)N=1)(C)(C)C.[S:29](O[S:29]([C:32]([F:35])([F:34])[F:33])(=[O:31])=[O:30])([C:32]([F:35])([F:34])[F:33])(=[O:31])=[O:30]. Product: [NH2:1][C:2]1[N:7]=[C:6]([O:8][S:29]([C:32]([F:35])([F:34])[F:33])(=[O:31])=[O:30])[C:5]([F:9])=[C:4]([C:10]2[O:11][CH:12]=[CH:13][CH:14]=2)[N:3]=1. The catalyst class is: 4.